From a dataset of Peptide-MHC class I binding affinity with 185,985 pairs from IEDB/IMGT. Regression. Given a peptide amino acid sequence and an MHC pseudo amino acid sequence, predict their binding affinity value. This is MHC class I binding data. The peptide sequence is FMFDYIPPV. The MHC is HLA-A02:01 with pseudo-sequence HLA-A02:01. The binding affinity (normalized) is 1.00.